Dataset: Full USPTO retrosynthesis dataset with 1.9M reactions from patents (1976-2016). Task: Predict the reactants needed to synthesize the given product. (1) Given the product [NH2:21][C:16]1[CH:17]=[CH:18][CH:19]=[CH:20][C:15]=1[S:14][CH2:13][C@H:9]([NH:8][C:6]([O:5][C:1]([CH3:4])([CH3:3])[CH3:2])=[O:7])[C:10]([OH:12])=[O:11], predict the reactants needed to synthesize it. The reactants are: [C:1]([O:5][C:6]([NH:8][C@@H:9]([CH2:13][S:14][C:15]1[CH:20]=[CH:19][CH:18]=[CH:17][C:16]=1[N+:21]([O-])=O)[C:10]([OH:12])=[O:11])=[O:7])([CH3:4])([CH3:3])[CH3:2].[Cl-].[NH4+]. (2) The reactants are: [C:1]([O:4][C:5]1[CH:13]=[CH:12][CH:11]=[CH:10][C:6]=1[C:7]([OH:9])=[O:8])(=[O:3])[CH3:2].[CH3:14][N:15]([CH3:29])[CH2:16][CH:17]([CH3:28])[CH:18]([C:21]1[CH:22]=[C:23]([OH:27])[CH:24]=[CH:25][CH:26]=1)[CH2:19][CH3:20]. Given the product [C:1]([O:4][C:5]1[CH:13]=[CH:12][CH:11]=[CH:10][C:6]=1[C:7]([O-:9])=[O:8])(=[O:3])[CH3:2].[OH:27][C:23]1[CH:22]=[C:21]([CH:18]([CH2:19][CH3:20])[CH:17]([CH3:28])[CH2:16][NH+:15]([CH3:29])[CH3:14])[CH:26]=[CH:25][CH:24]=1, predict the reactants needed to synthesize it. (3) Given the product [Cl:1][C:2]1[O:11][C:5]2=[C:6]([NH2:10])[N:7]=[CH:8][C:9]([I:13])=[C:4]2[C:3]=1[CH3:12], predict the reactants needed to synthesize it. The reactants are: [Cl:1][C:2]1[O:11][C:5]2=[C:6]([NH2:10])[N:7]=[CH:8][CH:9]=[C:4]2[C:3]=1[CH3:12].[I:13]N1C(=O)CCC1=O. (4) Given the product [F:30][C:31]1[CH:36]=[CH:35][C:34]([O:37][C:2]2[CH:3]=[C:4]3[C:9](=[C:10]([OH:12])[CH:11]=2)[N:8]=[CH:7][NH:6][C:5]3=[O:29])=[CH:33][CH:32]=1, predict the reactants needed to synthesize it. The reactants are: Br[C:2]1[CH:3]=[C:4]2[C:9](=[C:10]([O:12]COCC[Si](C)(C)C)[CH:11]=1)[N:8]=[CH:7][N:6](COCC[Si](C)(C)C)[C:5]2=[O:29].[F:30][C:31]1[CH:36]=[CH:35][C:34]([OH:37])=[CH:33][CH:32]=1.C(=O)([O-])[O-].[Cs+].[Cs+].CC(C)(C(=O)CC(=O)C(C)(C)C)C.Cl. (5) Given the product [F:34][CH:13]([F:12])[C:14]1[CH:33]=[C:17]2[C:18]([C:24](=[O:32])[CH2:25][C:26]3[CH:31]=[CH:30][N+:29]([O-:9])=[CH:28][CH:27]=3)=[CH:19][CH:20]=[C:21]([O:22][CH3:23])[N:16]2[N:15]=1, predict the reactants needed to synthesize it. The reactants are: ClC1C=CC=C(C(OO)=[O:9])C=1.[F:12][CH:13]([F:34])[C:14]1[CH:33]=[C:17]2[C:18]([C:24](=[O:32])[CH2:25][C:26]3[CH:31]=[CH:30][N:29]=[CH:28][CH:27]=3)=[CH:19][CH:20]=[C:21]([O:22][CH3:23])[N:16]2[N:15]=1.S([O-])([O-])(=O)=S.[Na+].[Na+].